This data is from Forward reaction prediction with 1.9M reactions from USPTO patents (1976-2016). The task is: Predict the product of the given reaction. (1) Given the reactants [CH2:1]1[CH2:5]O[CH2:3][CH2:2]1, predict the reaction product. The product is: [CH:1]1[C:5]2=[C:5]3[C:1]([C:2]4[C:3]5[C:2](=[CH:3][CH:5]=[CH:1][C:2]2=5)[CH:1]=[CH:5][CH:3]=4)=[CH:5][CH:3]=[CH:2][C:1]3=[CH:3][CH:2]=1. (2) The product is: [C:23]([NH:30][C@H:31]([CH:35]=[O:36])[CH:32]([CH3:33])[CH3:34])([O:25][C:26]([CH3:27])([CH3:29])[CH3:28])=[O:24]. Given the reactants C(OC(OC(C)(C)C)=O)(OC(C)(C)C)=O.N[C@H](CO)C(C)C.[C:23]([NH:30][C@H:31]([CH2:35][OH:36])[CH:32]([CH3:34])[CH3:33])([O:25][C:26]([CH3:29])([CH3:28])[CH3:27])=[O:24].C(N(CC)C(C)C)(C)C.N1C=CC=CC=1.S(=O)(=O)=O, predict the reaction product. (3) Given the reactants [NH2:1][C:2]1[C:18]([O:19][CH3:20])=[CH:17][C:5]2[CH2:6][CH2:7][N:8]([CH2:11][C:12]([N:14]([CH3:16])[CH3:15])=[O:13])[CH2:9][CH2:10][C:4]=2[CH:3]=1.Cl[C:22]1[N:27]=[C:26]([NH:28][C:29]2[C:39]3[CH2:38][N:37]([S:40]([CH3:43])(=[O:42])=[O:41])[CH2:36][C:35](=[O:44])[NH:34][C:33]=3[CH:32]=[CH:31][C:30]=2[O:45][CH3:46])[C:25]([Cl:47])=[CH:24][N:23]=1, predict the reaction product. The product is: [Cl:47][C:25]1[C:26]([NH:28][C:29]2[C:39]3[CH2:38][N:37]([S:40]([CH3:43])(=[O:42])=[O:41])[CH2:36][C:35](=[O:44])[NH:34][C:33]=3[CH:32]=[CH:31][C:30]=2[O:45][CH3:46])=[N:27][C:22]([NH:1][C:2]2[C:18]([O:19][CH3:20])=[CH:17][C:5]3[CH2:6][CH2:7][N:8]([CH2:11][C:12]([N:14]([CH3:16])[CH3:15])=[O:13])[CH2:9][CH2:10][C:4]=3[CH:3]=2)=[N:23][CH:24]=1. (4) Given the reactants [N:1]1([C:6]([C:8]2[CH:13]=[CH:12][C:11]([C:14]3[O:15][C:16]([C:19]4[C:20]([C:25]5[CH:30]=[CH:29][CH:28]=[CH:27][CH:26]=5)=[N:21][O:22][C:23]=4[CH3:24])=[N:17][N:18]=3)=[CH:10][CH:9]=2)=[O:7])[CH:5]=[CH:4]N=C1.[CH:31]1(N)CC1, predict the reaction product. The product is: [CH:5]1([NH:1][C:6](=[O:7])[C:8]2[CH:13]=[CH:12][C:11]([C:14]3[O:15][C:16]([C:19]4[C:20]([C:25]5[CH:26]=[CH:27][CH:28]=[CH:29][CH:30]=5)=[N:21][O:22][C:23]=4[CH3:24])=[N:17][N:18]=3)=[CH:10][CH:9]=2)[CH2:4][CH2:31]1. (5) Given the reactants [OH:1][CH2:2][CH2:3][CH2:4][CH2:5][CH2:6][NH:7][C:8](=[O:14])[O:9][C:10]([CH3:13])([CH3:12])[CH3:11].CCN(CC)CC.[CH3:22][C:23]1[CH:28]=[CH:27][C:26]([S:29](Cl)(=[O:31])=[O:30])=[CH:25][CH:24]=1, predict the reaction product. The product is: [CH3:22][C:23]1[CH:28]=[CH:27][C:26]([S:29]([O:1][CH2:2][CH2:3][CH2:4][CH2:5][CH2:6][NH:7][C:8]([O:9][C:10]([CH3:11])([CH3:13])[CH3:12])=[O:14])(=[O:31])=[O:30])=[CH:25][CH:24]=1. (6) Given the reactants [C:1]([O:5][C@@H:6]([C:11]1[C:40]([CH3:41])=[CH:39][C:38]2=[N:42][C:35]3=[CH:36][N:37]2[C:12]=1[N:13]1[CH2:48][CH2:47][C:16]([CH3:49])([O:17][CH2:18][CH:19]=[CH:20][CH2:21][C@H:22]([CH3:46])[O:23][C:24]2[CH:25]=[C:26]([CH3:45])[C:27]([CH3:44])=[CH:28][C:29]=2[C:30]2[CH:43]=[C:34]3[CH:33]=[CH:32][CH:31]=2)[CH2:15][CH2:14]1)[C:7]([O:9][CH3:10])=[O:8])([CH3:4])([CH3:3])[CH3:2].C(O[C@@H](C1C(C)=CC2=NC3=CN2C=1N1CCC(C)(OCCCC[C@H](C)OC2C=C(F)C=CC=2C2C=C3C=CC=2)CC1)C(OC)=O)(C)(C)C, predict the reaction product. The product is: [C:1]([O:5][C@@H:6]([C:11]1[C:40]([CH3:41])=[CH:39][C:38]2=[N:42][C:35]3=[CH:36][N:37]2[C:12]=1[N:13]1[CH2:48][CH2:47][C:16]([CH3:49])([O:17][CH2:18][CH2:19][CH2:20][CH2:21][C@H:22]([CH3:46])[O:23][C:24]2[CH:25]=[C:26]([CH3:45])[C:27]([CH3:44])=[CH:28][C:29]=2[C:30]2[CH:43]=[C:34]3[CH:33]=[CH:32][CH:31]=2)[CH2:15][CH2:14]1)[C:7]([O:9][CH3:10])=[O:8])([CH3:4])([CH3:2])[CH3:3]. (7) Given the reactants [OH-].[Na+].[Cl:3][C:4]1[CH:13]=[CH:12][C:11]([C:14]2[S:18][CH:17]=[N:16][CH:15]=2)=[CH:10][C:5]=1[C:6]([O:8]C)=[O:7].Cl, predict the reaction product. The product is: [Cl:3][C:4]1[CH:13]=[CH:12][C:11]([C:14]2[S:18][CH:17]=[N:16][CH:15]=2)=[CH:10][C:5]=1[C:6]([OH:8])=[O:7].